From a dataset of Full USPTO retrosynthesis dataset with 1.9M reactions from patents (1976-2016). Predict the reactants needed to synthesize the given product. (1) Given the product [CH2:19]([C:14]1[C:13]([CH3:21])=[C:12]([CH:17]=[CH:16][C:15]=1[OH:18])[O:11][C:5]1[C:4]([CH3:22])=[CH:3][C:2]([NH:1][C:23](=[O:29])[C:24]([O:26][CH2:27][CH3:28])=[O:25])=[C:10]2[C:6]=1[CH2:7][CH2:8][CH2:9]2)[CH3:20], predict the reactants needed to synthesize it. The reactants are: [NH2:1][C:2]1[CH:3]=[C:4]([CH3:22])[C:5]([O:11][C:12]2[CH:17]=[CH:16][C:15]([OH:18])=[C:14]([CH2:19][CH3:20])[C:13]=2[CH3:21])=[C:6]2[C:10]=1[CH2:9][CH2:8][CH2:7]2.[C:23](OCC)(=[O:29])[C:24]([O:26][CH2:27][CH3:28])=[O:25]. (2) The reactants are: N1C=CN=C1.C(N(CC)CC)C.[CH:13](O)=[O:14].C(Cl)(=O)C(Cl)=O.[O:22]=[C:23]1[NH:28][C:27]([CH2:29][C:30]2[CH:34]=[CH:33][S:32][CH:31]=2)=[N:26][C:25]([N:35]2[CH2:40][CH2:39][NH:38][CH2:37][CH2:36]2)=[C:24]1[C:41]#[N:42]. Given the product [CH:13]([N:38]1[CH2:37][CH2:36][N:35]([C:25]2[N:26]=[C:27]([CH2:29][C:30]3[CH:34]=[CH:33][S:32][CH:31]=3)[NH:28][C:23](=[O:22])[C:24]=2[C:41]#[N:42])[CH2:40][CH2:39]1)=[O:14], predict the reactants needed to synthesize it. (3) Given the product [CH:1]1([CH2:4][NH:5][C:6](=[O:43])[C:7]2[CH:12]=[C:11]([C:13]3[CH:14]=[C:15]4[C:19](=[CH:20][CH:21]=3)[NH:18][N:17]=[C:16]4[C:28]3[NH:42][C:31]4[CH:32]=[N:33][CH:34]=[C:35]([C:36]5[CH:37]=[N:38][CH:39]=[CH:40][CH:41]=5)[C:30]=4[N:29]=3)[CH:10]=[N:9][CH:8]=2)[CH2:3][CH2:2]1, predict the reactants needed to synthesize it. The reactants are: [CH:1]1([CH2:4][NH:5][C:6](=[O:43])[C:7]2[CH:12]=[C:11]([C:13]3[CH:14]=[C:15]4[C:19](=[CH:20][CH:21]=3)[N:18](C3CCCCO3)[N:17]=[C:16]4[C:28]3[NH:42][C:31]4[CH:32]=[N:33][CH:34]=[C:35]([C:36]5[CH:37]=[N:38][CH:39]=[CH:40][CH:41]=5)[C:30]=4[N:29]=3)[CH:10]=[N:9][CH:8]=2)[CH2:3][CH2:2]1.[SiH](CC)(CC)CC.C(O)(C(F)(F)F)=O. (4) Given the product [CH3:14][S:15]([O:6][C@H:3]1[CH2:4][CH2:5][O:1][CH2:2]1)(=[O:17])=[O:16], predict the reactants needed to synthesize it. The reactants are: [O:1]1[CH2:5][CH2:4][C@H:3]([OH:6])[CH2:2]1.C(N(CC)CC)C.[CH3:14][S:15](Cl)(=[O:17])=[O:16]. (5) Given the product [Cl:1][C:2]1[N:7]=[C:6]([C:8]([NH:52][OH:53])=[O:9])[CH:5]=[CH:4][C:3]=1[O:11][CH2:12][C:13]([N:15]1[CH2:20][CH2:19][C:18]2[N:21]=[C:22]3[S:26][C:25]([CH3:27])=[N:24][N:23]3[C:17]=2[CH:16]1[C:28]1[CH:33]=[CH:32][C:31]([Cl:34])=[CH:30][C:29]=1[F:35])=[O:14], predict the reactants needed to synthesize it. The reactants are: [Cl:1][C:2]1[N:7]=[C:6]([C:8](O)=[O:9])[CH:5]=[CH:4][C:3]=1[O:11][CH2:12][C:13]([N:15]1[CH2:20][CH2:19][C:18]2[N:21]=[C:22]3[S:26][C:25]([CH3:27])=[N:24][N:23]3[C:17]=2[CH:16]1[C:28]1[CH:33]=[CH:32][C:31]([Cl:34])=[CH:30][C:29]=1[F:35])=[O:14].C(Cl)(=O)C(Cl)=O.CCN(C(C)C)C(C)C.Cl.[NH2:52][OH:53]. (6) Given the product [Si:1]([O:18][CH2:19][CH2:20][CH2:34][CH2:35][CH2:36][CH2:37][CH2:38][CH2:39][CH2:40][C:41]#[C:42][C:43]#[C:44][CH2:45][CH2:46][CH2:47][CH2:48][CH2:49][CH2:50][CH2:51][CH2:52][CH2:53][OH:54])([C:14]([CH3:17])([CH3:16])[CH3:15])([C:8]1[CH:13]=[CH:12][CH:11]=[CH:10][CH:9]=1)[C:2]1[CH:7]=[CH:6][CH:5]=[CH:4][CH:3]=1, predict the reactants needed to synthesize it. The reactants are: [Si:1]([O:18][CH2:19][CH2:20]CCCCCCCCCCO)([C:14]([CH3:17])([CH3:16])[CH3:15])([C:8]1[CH:13]=[CH:12][CH:11]=[CH:10][CH:9]=1)[C:2]1[CH:7]=[CH:6][CH:5]=[CH:4][CH:3]=1.C(O)C[CH2:34][CH2:35][CH2:36][CH2:37][CH2:38][CH2:39][CH2:40][C:41]#[C:42][C:43]#[C:44][CH2:45][CH2:46][CH2:47][CH2:48][CH2:49][CH2:50][CH2:51][CH2:52][CH2:53][OH:54].